This data is from Full USPTO retrosynthesis dataset with 1.9M reactions from patents (1976-2016). The task is: Predict the reactants needed to synthesize the given product. (1) Given the product [CH2:1]([S:8]([CH2:9][C:10]1[NH:11][C:12]2[C:17]([C:18](=[O:21])[C:19]=1[CH3:20])=[CH:16][CH:15]=[CH:14][CH:13]=2)(=[O:30])=[O:33])[CH2:2][CH2:3][CH2:4][CH2:5][CH2:6][CH3:7], predict the reactants needed to synthesize it. The reactants are: [CH2:1]([S:8][CH2:9][C:10]1[NH:11][C:12]2[C:17]([C:18](=[O:21])[C:19]=1[CH3:20])=[CH:16][CH:15]=[CH:14][CH:13]=2)[CH2:2][CH2:3][CH2:4][CH2:5][CH2:6][CH3:7].ClC1C=CC=C(C(OO)=[O:30])C=1.[OH-:33].[Na+]. (2) Given the product [N+:1]([C:4]1[CH:5]=[C:6]([CH:7]=[CH:8][CH:9]=1)[O:10][CH2:12][C:13]([O:15][C:16]([CH3:19])([CH3:18])[CH3:17])=[O:14])([O-:3])=[O:2], predict the reactants needed to synthesize it. The reactants are: [N+:1]([C:4]1[CH:5]=[C:6]([OH:10])[CH:7]=[CH:8][CH:9]=1)([O-:3])=[O:2].Br[CH2:12][C:13]([O:15][C:16]([CH3:19])([CH3:18])[CH3:17])=[O:14].C(=O)([O-])[O-].[K+].[K+].